This data is from Reaction yield outcomes from USPTO patents with 853,638 reactions. The task is: Predict the reaction yield, written as a fraction of the theoretical maximum amount of product (1.0 means a 100% yield; for example, 0.34 means a 34% yield). (1) The reactants are [CH3:1][O:2][C:3]1[CH:8]=[CH:7][CH:6]=[CH:5][C:4]=1[C:9]1[CH:17]=[C:16]2[C:12]([CH2:13][C:14](=[O:18])[NH:15]2)=[CH:11][CH:10]=1.[CH3:19][N:20]([CH3:40])[CH2:21][CH2:22][NH:23][C:24]([C:26]1[C:30]([C:31]2[CH:36]=[CH:35][CH:34]=[CH:33][CH:32]=2)=[C:29]([CH:37]=O)[NH:28][C:27]=1[CH3:39])=[O:25]. No catalyst specified. The product is [CH3:19][N:20]([CH3:40])[CH2:21][CH2:22][NH:23][C:24]([C:26]1[C:30]([C:31]2[CH:36]=[CH:35][CH:34]=[CH:33][CH:32]=2)=[C:29]([CH:37]=[C:13]2[C:12]3[C:16](=[CH:17][C:9]([C:4]4[CH:5]=[CH:6][CH:7]=[CH:8][C:3]=4[O:2][CH3:1])=[CH:10][CH:11]=3)[NH:15][C:14]2=[O:18])[NH:28][C:27]=1[CH3:39])=[O:25]. The yield is 0.440. (2) The reactants are C1COCC1.[H-].[Al+3].[Li+].[H-].[H-].[H-].[CH3:12][N:13]([CH3:36])[C:14]1[CH:19]=[CH:18][C:17]([C:20]2[C:25]([N:26]3[CH2:32][CH2:31][C:30](=O)[NH:29][CH2:28][CH2:27]3)=[CH:24][CH:23]=[C:22]([O:34][CH3:35])[N:21]=2)=[CH:16][CH:15]=1.[OH-].[Na+]. The catalyst is O. The product is [N:26]1([C:25]2[C:20]([C:17]3[CH:18]=[CH:19][C:14]([N:13]([CH3:12])[CH3:36])=[CH:15][CH:16]=3)=[N:21][C:22]([O:34][CH3:35])=[CH:23][CH:24]=2)[CH2:32][CH2:31][CH2:30][NH:29][CH2:28][CH2:27]1. The yield is 0.980. (3) The reactants are [CH3:1][O:2][C:3](=[O:16])[CH2:4][C:5]1[C:6]([F:15])=[C:7]2[C:12](=[CH:13][CH:14]=1)[N:11]=[CH:10][CH:9]=[CH:8]2.N1C=CC=CC=1.[Br:23]Br. The catalyst is C(Cl)(Cl)(Cl)Cl. The product is [CH3:1][O:2][C:3](=[O:16])[CH2:4][C:5]1[C:6]([F:15])=[C:7]2[C:12](=[CH:13][CH:14]=1)[N:11]=[CH:10][C:9]([Br:23])=[CH:8]2. The yield is 0.660. (4) The reactants are [CH3:1][N:2]([CH3:6])[CH2:3][CH2:4][NH2:5].[F:7][C:8]1[CH:13]=[CH:12][CH:11]=[C:10]([F:14])[C:9]=1[C:15]1[S:16][C:17]2[C:23](=[O:24])[CH:22]=[C:21](OC)[C:20](=[O:27])[C:18]=2[N:19]=1. The catalyst is C(O)C. The product is [F:7][C:8]1[CH:13]=[CH:12][CH:11]=[C:10]([F:14])[C:9]=1[C:15]1[S:16][C:17]2[C:23](=[O:24])[CH:22]=[C:21]([NH:5][CH2:4][CH2:3][N:2]([CH3:6])[CH3:1])[C:20](=[O:27])[C:18]=2[N:19]=1. The yield is 0.570. (5) The yield is 0.720. The product is [CH:1]1([N:6]2[C:15]3[N:14]=[C:13]([NH:16][C:17]4[CH:18]=[CH:19][C:20]([C:26]([NH:28][CH2:29][C@H:30]([OH:45])[CH2:31][N:32]5[CH2:37][CH2:36][N:35]([CH2:60][CH:57]6[CH2:59][CH2:58]6)[CH2:34][CH2:33]5)=[O:27])=[C:21]5[C:25]=4[O:24][CH2:23][CH2:22]5)[N:12]=[CH:11][C:10]=3[N:9]([CH3:46])[C:8](=[O:47])[C@H:7]2[CH2:48][CH3:49])[CH2:2][CH2:3][CH2:4][CH2:5]1. The catalyst is ClCCl.C(N(CC)CC)C. The reactants are [CH:1]1([N:6]2[C:15]3[N:14]=[C:13]([NH:16][C:17]4[CH:18]=[CH:19][C:20]([C:26]([NH:28][CH2:29][C@H:30]([OH:45])[CH2:31][N:32]5[CH2:37][CH2:36][N:35](C(OC(C)(C)C)=O)[CH2:34][CH2:33]5)=[O:27])=[C:21]5[C:25]=4[O:24][CH2:23][CH2:22]5)[N:12]=[CH:11][C:10]=3[N:9]([CH3:46])[C:8](=[O:47])[C@H:7]2[CH2:48][CH3:49])[CH2:5][CH2:4][CH2:3][CH2:2]1.Cl.C(=O)(O)[O-].[Na+].Br[C:57]1([CH3:60])[CH2:59][CH2:58]1.